Dataset: Experimentally validated miRNA-target interactions with 360,000+ pairs, plus equal number of negative samples. Task: Binary Classification. Given a miRNA mature sequence and a target amino acid sequence, predict their likelihood of interaction. (1) The miRNA is hsa-miR-5693 with sequence GCAGUGGCUCUGAAAUGAACUC. The protein sequence of the target gene is MKVLLLKDAKEDDCGQDPYIRELGLYGLEATLIPVLSFEFLSLPSFSEKLSHPEDYGGLIFTSPRAVEAAELCLEQNNKTEVWERSLKEKWNAKSVYVVGNATASLVSKIGLDTEGETCGNAEKLAEYICSRESSALPLLFPCGNLKREILPKALKDKGIAMESITVYQTVAHPGIQGNLNSYYSQQGVPASITFFSPSGLTYSLKHIQELSGDNIDQIKFAAIGPTTARALAAQGLPVSCTAESPTPQALATGIRKALQPHGCC. Result: 1 (interaction). (2) The miRNA is hsa-miR-627-3p with sequence UCUUUUCUUUGAGACUCACU. The protein sequence of the target gene is MALSKSMHARNRYKDKPPDFAYLASKYPDFKQHVQINLNGRVSLNFKDPEAVRALTCTLLREDFGLSIDIPLERLIPTVPLRLNYIHWVEDLIGHQDSDKSTLRRGIDIGTGASCIYPLLGATLNGWYFLATEVDDMCFNYAKKNVEQNNLSDLIKVVKVPQKTLLMDALKEESEIIYDFCMCNPPFFANQLEAKGVNSRNPRRPPPSSVNTGGITEIMAEGGELEFVKRIIHDSLQLKKRLRWYSCMLGKKCSLAPLKEELRIQGVPKVTYTEFCQGRTMRWALAWSFYDDVTVPSPPS.... Result: 1 (interaction). (3) The miRNA is mmu-miR-598-3p with sequence UACGUCAUCGUCGUCAUCGUUA. The protein sequence of the target gene is MGEKKPEPLDFVKDFQEYLTQQTHHVNMISGSVSGDKEAETLQGAGTDGDQNGLDHPSVEVSLDENSGMLVDGFERTFDGKLKCRYCNYASKGTARLIEHIRIHTGEKPHRCHLCPFASAYERHLEAHMRSHTGEKPYKCELCSFRCSDRSNLSHHRRRKHKMVPIKGTRSSLSSKKMWGVLQKKTSNLGYSRRALINLSPPSMVVQKPDYLNDFTHEIPNIQTDSYEAMAKTTPTGGLPRDPQELMVDNPLNQLSTLAGQLSSLPPENQNPASPDVDACPDEKPFMIQQPSAQAVVSAV.... Result: 0 (no interaction).